This data is from Full USPTO retrosynthesis dataset with 1.9M reactions from patents (1976-2016). The task is: Predict the reactants needed to synthesize the given product. (1) The reactants are: Cl[C:2]1[C:3]([C:19]#[N:20])=[N:4][N:5]([C:9]2[CH:14]=[CH:13][C:12]([O:15][CH3:16])=[C:11]([O:17][CH3:18])[CH:10]=2)[C:6](=O)[CH:7]=1.[OH2:21].[NH2:22][NH2:23]. Given the product [NH2:20][C:19]1[C:3]2=[N:4][N:5]([C:9]3[CH:14]=[CH:13][C:12]([O:15][CH3:16])=[C:11]([O:17][CH3:18])[CH:10]=3)[C:6](=[O:21])[CH:7]=[C:2]2[NH:23][N:22]=1, predict the reactants needed to synthesize it. (2) Given the product [C:27]([C:26]1[CH:14]([C:13]2[CH:16]=[CH:17][CH:18]=[C:19]([F:20])[C:12]=2[F:11])[N:10]([C:8]2[CH:7]=[CH:6][C:5]3[NH:1][CH:2]=[N:3][C:4]=3[CH:9]=2)[C:24](=[O:23])[C:25]=1[OH:30])(=[O:29])[CH3:28], predict the reactants needed to synthesize it. The reactants are: [NH:1]1[C:5]2[CH:6]=[CH:7][C:8]([NH2:10])=[CH:9][C:4]=2[N:3]=[CH:2]1.[F:11][C:12]1[C:19]([F:20])=[CH:18][CH:17]=[CH:16][C:13]=1[CH:14]=O.C([O:23][C:24](=O)[C:25](=[O:30])[CH2:26][C:27](=[O:29])[CH3:28])C. (3) Given the product [Br:1][C:2]1[CH:7]=[CH:6][C:5]([CH:8]([OH:9])[CH2:10][NH:12][CH2:13][CH2:14][OH:15])=[C:4]([F:11])[CH:3]=1, predict the reactants needed to synthesize it. The reactants are: [Br:1][C:2]1[CH:7]=[CH:6][C:5]([CH:8]2[CH2:10][O:9]2)=[C:4]([F:11])[CH:3]=1.[NH2:12][CH2:13][CH2:14][OH:15].CCOC(C)=O.C1COCC1. (4) Given the product [ClH:35].[C:32]([CH2:31][CH2:34][CH2:38][O:25][C:22]1[CH:21]=[CH:20][C:19]([C:11]2[N:10]=[C:9]([N:6]3[CH2:5][CH2:4][N:3]([CH2:1][CH3:2])[CH2:8][CH2:7]3)[C:18]3[C:13]([CH:12]=2)=[CH:14][CH:15]=[CH:16][CH:17]=3)=[CH:24][CH:23]=1)#[N:33], predict the reactants needed to synthesize it. The reactants are: [CH2:1]([N:3]1[CH2:8][CH2:7][N:6]([C:9]2[C:18]3[C:13](=[CH:14][CH:15]=[CH:16][CH:17]=3)[CH:12]=[C:11]([C:19]3[CH:24]=[CH:23][C:22]([OH:25])=[CH:21][CH:20]=3)[N:10]=2)[CH2:5][CH2:4]1)[CH3:2].[H-].[Na+].[H][H].Br[CH:31]([CH3:34])[C:32]#[N:33].[Cl-:35].[NH4+].O1CCC[CH2:38]1. (5) Given the product [F:1][C:2]1[CH:7]=[CH:6][C:5]([C:8]2[C:12]3[CH:13]=[N:14][C:15]([NH2:17])=[CH:16][C:11]=3[N:10]([C:25]([C:38]3[CH:39]=[CH:40][CH:41]=[CH:42][CH:43]=3)([C:32]3[CH:33]=[CH:34][CH:35]=[CH:36][CH:37]=3)[C:26]3[CH:31]=[CH:30][CH:29]=[CH:28][CH:27]=3)[N:9]=2)=[CH:4][CH:3]=1, predict the reactants needed to synthesize it. The reactants are: [F:1][C:2]1[CH:7]=[CH:6][C:5]([C:8]2[C:12]3[CH:13]=[N:14][C:15]([NH:17]C(=O)OCCCC)=[CH:16][C:11]=3[N:10]([C:25]([C:38]3[CH:43]=[CH:42][CH:41]=[CH:40][CH:39]=3)([C:32]3[CH:37]=[CH:36][CH:35]=[CH:34][CH:33]=3)[C:26]3[CH:31]=[CH:30][CH:29]=[CH:28][CH:27]=3)[N:9]=2)=[CH:4][CH:3]=1. (6) Given the product [Cl:1][C:2]1[CH:10]=[C:9]2[C:5]([C:6]([C:11]([N:13]3[CH2:18][CH2:17][N:16]([C:19]4[CH:24]=[CH:23][CH:22]=[CH:21][C:20]=4[O:25][CH3:26])[CH2:15][CH2:14]3)=[O:12])=[CH:7][N:8]2[CH2:28][CH2:29][N:30]([CH3:32])[CH3:31])=[CH:4][CH:3]=1, predict the reactants needed to synthesize it. The reactants are: [Cl:1][C:2]1[CH:10]=[C:9]2[C:5]([C:6]([C:11]([N:13]3[CH2:18][CH2:17][N:16]([C:19]4[CH:24]=[CH:23][CH:22]=[CH:21][C:20]=4[O:25][CH3:26])[CH2:15][CH2:14]3)=[O:12])=[CH:7][NH:8]2)=[CH:4][CH:3]=1.Cl[CH2:28][CH2:29][N:30]([CH3:32])[CH3:31]. (7) The reactants are: [C:1]([NH2:10])(=[O:9])[C:2]1[C:3](=[CH:5][CH:6]=[CH:7][CH:8]=1)[NH2:4].C(N(CC)CC)C.Cl.[C:19](Cl)(=[O:26])[C:20]1[CH:25]=[CH:24][CH:23]=[N:22][CH:21]=1. Given the product [N:22]1[CH:23]=[CH:24][CH:25]=[C:20]([C:19]([NH:4][C:3]2[CH:5]=[CH:6][CH:7]=[CH:8][C:2]=2[C:1]([NH2:10])=[O:9])=[O:26])[CH:21]=1, predict the reactants needed to synthesize it. (8) Given the product [S:6]1[CH2:7][CH2:2][NH:3][C:4]2[N:11]=[C:10]([CH2:12][OH:13])[CH:9]=[CH:8][C:5]1=2, predict the reactants needed to synthesize it. The reactants are: O=[C:2]1[CH2:7][S:6][C:5]2[CH:8]=[CH:9][C:10]([C:12](OC)=[O:13])=[N:11][C:4]=2[NH:3]1.[H-].[Al+3].[Li+].[H-].[H-].[H-].[OH-].[Na+].S([O-])([O-])(=O)=O.[Na+].[Na+]. (9) The reactants are: [Cl:1][C:2]1[CH:7]=[CH:6][C:5]([C:8]2[N:12]([CH2:13][C:14]([O:16]CC)=[O:15])[C:11](=[O:19])[N:10]([CH2:20][C:21]([NH:23][C:24]([CH3:36])([C:26]3[CH:31]=[CH:30][CH:29]=[C:28]([C:32]([F:35])([F:34])[F:33])[CH:27]=3)[CH3:25])=[O:22])[N:9]=2)=[CH:4][CH:3]=1.[OH-].[Li+]. Given the product [Cl:1][C:2]1[CH:7]=[CH:6][C:5]([C:8]2[N:12]([CH2:13][C:14]([OH:16])=[O:15])[C:11](=[O:19])[N:10]([CH2:20][C:21]([NH:23][C:24]([CH3:36])([C:26]3[CH:31]=[CH:30][CH:29]=[C:28]([C:32]([F:33])([F:34])[F:35])[CH:27]=3)[CH3:25])=[O:22])[N:9]=2)=[CH:4][CH:3]=1, predict the reactants needed to synthesize it. (10) The reactants are: Br[C:2]1[CH:7]=[CH:6][C:5](OC)=[C:4]([N+:10]([O-:12])=[O:11])[CH:3]=1.[NH:13]1[CH2:19][CH2:18][CH2:17][CH2:16][CH2:15][CH2:14]1.[N+](C1C=CC(C(Cl)=O)=CC=1)([O-])=O.FC1C=CC([C:37]([NH:39][C:40]2[S:41][C:42]3[C:48](N4CCOCC4)=[CH:47][CH:46]=[C:45]([O:55][CH3:56])[C:43]=3[N:44]=2)=[O:38])=CC=1. Given the product [N:13]1([C:48]2[C:42]3[S:41][C:40]([NH:39][C:37](=[O:38])[C:7]4[CH:2]=[CH:3][C:4]([N+:10]([O-:12])=[O:11])=[CH:5][CH:6]=4)=[N:44][C:43]=3[C:45]([O:55][CH3:56])=[CH:46][CH:47]=2)[CH2:19][CH2:18][CH2:17][CH2:16][CH2:15][CH2:14]1, predict the reactants needed to synthesize it.